This data is from Reaction yield outcomes from USPTO patents with 853,638 reactions. The task is: Predict the reaction yield, written as a fraction of the theoretical maximum amount of product (1.0 means a 100% yield; for example, 0.34 means a 34% yield). The reactants are C(OC([N:8]1[CH2:13][CH2:12][CH2:11][C@@H:10]([C:14]([NH:16][NH:17][C:18]([C@H:20]2[CH2:26][CH2:25][C@@H:24]3[CH2:27][N:21]2[C:22](=[O:33])[N:23]3[O:28][S:29]([OH:32])(=[O:31])=[O:30])=[O:19])=[O:15])[CH2:9]1)=O)(C)(C)C.FC(F)(F)C(O)=O. The product is [NH:8]1[CH2:13][CH2:12][CH2:11][C@@H:10]([C:14]([NH:16][NH:17][C:18]([C@H:20]2[CH2:26][CH2:25][C@@H:24]3[CH2:27][N:21]2[C:22](=[O:33])[N:23]3[O:28][S:29](=[O:30])(=[O:31])[OH:32])=[O:19])=[O:15])[CH2:9]1. The yield is 0.790. The catalyst is ClCCl.